From a dataset of M1 muscarinic receptor agonist screen with 61,833 compounds. Binary Classification. Given a drug SMILES string, predict its activity (active/inactive) in a high-throughput screening assay against a specified biological target. The molecule is Clc1c(O)c(CN2CCN(CC2)C)c2oc(=O)cc(c2c1)c1ccccc1. The result is 0 (inactive).